The task is: Predict the reactants needed to synthesize the given product.. This data is from Full USPTO retrosynthesis dataset with 1.9M reactions from patents (1976-2016). (1) Given the product [NH2:8][CH2:9][C:10]([O:12][C@H:13]1[CH2:18][CH2:17][CH2:16][CH2:15][C@@H:14]1[NH:19][C:20]1[CH:25]=[C:24]([N:26]2[C:34]3[CH2:33][C:32]([CH3:35])([CH3:36])[CH2:31][C:30](=[O:37])[C:29]=3[C:28]([CH3:38])=[CH:27]2)[CH:23]=[C:22]([F:39])[C:21]=1[C:40](=[O:42])[NH2:41])=[O:11], predict the reactants needed to synthesize it. The reactants are: C(OC([NH:8][CH2:9][C:10]([O:12][C@H:13]1[CH2:18][CH2:17][CH2:16][CH2:15][C@@H:14]1[NH:19][C:20]1[CH:25]=[C:24]([N:26]2[C:34]3[CH2:33][C:32]([CH3:36])([CH3:35])[CH2:31][C:30](=[O:37])[C:29]=3[C:28]([CH3:38])=[CH:27]2)[CH:23]=[C:22]([F:39])[C:21]=1[C:40](=[O:42])[NH2:41])=[O:11])=O)(C)(C)C.Cl. (2) Given the product [Cl:26][C:27]1[CH:28]=[CH:29][C:30]([C@H:33]2[C@@:35]3([C:43]4[C:38](=[CH:39][CH:40]=[CH:41][CH:42]=4)[N:37]([C:2]4[N:3]=[CH:4][N:5]([C:7]([C:8]5[CH:13]=[CH:12][CH:11]=[CH:10][CH:9]=5)([C:20]5[CH:21]=[CH:22][CH:23]=[CH:24][CH:25]=5)[C:14]5[CH:15]=[CH:16][CH:17]=[CH:18][CH:19]=5)[CH:6]=4)[C:36]3=[O:44])[CH2:34]2)=[CH:31][CH:32]=1, predict the reactants needed to synthesize it. The reactants are: I[C:2]1[N:3]=[CH:4][N:5]([C:7]([C:20]2[CH:25]=[CH:24][CH:23]=[CH:22][CH:21]=2)([C:14]2[CH:19]=[CH:18][CH:17]=[CH:16][CH:15]=2)[C:8]2[CH:13]=[CH:12][CH:11]=[CH:10][CH:9]=2)[CH:6]=1.[Cl:26][C:27]1[CH:32]=[CH:31][C:30]([C@@H:33]2[C@:35]3([C:43]4[C:38](=[CH:39][CH:40]=[CH:41][CH:42]=4)[NH:37][C:36]3=[O:44])[CH2:34]2)=[CH:29][CH:28]=1.C(=O)([O-])[O-].[K+].[K+].CN(C)CCN. (3) Given the product [N:14]1([CH:11]2[CH2:12][CH2:13][NH:8][CH2:9][CH2:10]2)[CH2:15][CH2:16][CH:17]([O:20][C:21](=[O:28])[C:22]2[CH:27]=[CH:26][CH:25]=[CH:24][CH:23]=2)[CH2:18][CH2:19]1, predict the reactants needed to synthesize it. The reactants are: C(OC([N:8]1[CH2:13][CH2:12][CH:11]([N:14]2[CH2:19][CH2:18][CH:17]([O:20][C:21](=[O:28])[C:22]3[CH:27]=[CH:26][CH:25]=[CH:24][CH:23]=3)[CH2:16][CH2:15]2)[CH2:10][CH2:9]1)=O)(C)(C)C.FC(F)(F)C(O)=O. (4) Given the product [F:58][C:59]1[CH:64]=[C:63]([F:65])[CH:62]=[CH:61][C:60]=1[C:2]1[CH:3]=[C:4]([CH:9]=[C:10]([C:23]([CH3:28])=[CH2:24])[N:11]=1)[C:5]([O:7][CH3:8])=[O:6], predict the reactants needed to synthesize it. The reactants are: Cl[C:2]1[CH:3]=[C:4]([CH:9]=[C:10](Cl)[N:11]=1)[C:5]([O:7][CH3:8])=[O:6].P([O-])([O-])([O-])=O.[K+].[K+].[K+].CO[C:23]1[CH:28]=CC=C[C:24]=1P(C1C=CC=CC=1OC)C1C=CC=CC=1OC.C(B1OC(C)(C)C(C)(C)O1)(C)=C.[F:58][C:59]1[CH:64]=[C:63]([F:65])[CH:62]=[CH:61][C:60]=1B(O)O.C([O-])(O)=O.[Na+]. (5) Given the product [CH:12]([N:15]([CH2:16][C:17]1[O:21][N:20]=[C:19]([C:22]2[CH:27]=[CH:26][C:25]([C:28]([F:29])([F:30])[F:31])=[CH:24][CH:23]=2)[N:18]=1)[C:9](=[O:10])[CH2:8][O:1][C:2]1[CH:7]=[CH:6][CH:5]=[CH:4][CH:3]=1)([CH3:14])[CH3:13], predict the reactants needed to synthesize it. The reactants are: [O:1]([CH2:8][C:9](Cl)=[O:10])[C:2]1[CH:7]=[CH:6][CH:5]=[CH:4][CH:3]=1.[CH:12]([NH:15][CH2:16][C:17]1[O:21][N:20]=[C:19]([C:22]2[CH:27]=[CH:26][C:25]([C:28]([F:31])([F:30])[F:29])=[CH:24][CH:23]=2)[N:18]=1)([CH3:14])[CH3:13].C(N(CC)CC)C. (6) Given the product [Cl:29][C:12]1[CH:11]=[C:10]([N:9]2[C:4](=[O:3])[NH:5][C:6](=[O:32])[C:7]([C:30]#[N:31])=[N:8]2)[CH:15]=[C:14]([Cl:16])[C:13]=1[O:17][C:18]1[CH:23]=[C:22]([CH:24]([CH3:26])[CH3:25])[C:21](=[O:27])[N:20]([CH3:28])[N:19]=1, predict the reactants needed to synthesize it. The reactants are: C([O:3][C:4](=O)[NH:5][C:6](=[O:32])[C:7]([C:30]#[N:31])=[N:8][NH:9][C:10]1[CH:15]=[C:14]([Cl:16])[C:13]([O:17][C:18]2[CH:23]=[C:22]([CH:24]([CH3:26])[CH3:25])[C:21](=[O:27])[N:20]([CH3:28])[N:19]=2)=[C:12]([Cl:29])[CH:11]=1)C.C([O-])(=O)C.[K+].C(O)(=O)C.O. (7) Given the product [Cl:18][C:15]1[CH:16]=[C:17]2[C:12]([CH2:11][CH2:10][CH2:9][C:8]2([OH:19])[C:6]([OH:7])=[O:5])=[CH:13][CH:14]=1, predict the reactants needed to synthesize it. The reactants are: [OH-].[Na+].C([O:5][C:6]([C:8]1([OH:19])[C:17]2[C:12](=[CH:13][CH:14]=[C:15]([Cl:18])[CH:16]=2)[CH2:11][CH2:10][CH2:9]1)=[O:7])C. (8) Given the product [OH:14][CH2:13][C:10]1[CH:11]=[CH:12][C:6]2[CH2:5][N:4]3[N:17]=[CH:18][CH:19]=[C:3]3[C:2](=[O:1])[NH:8][C:7]=2[CH:9]=1, predict the reactants needed to synthesize it. The reactants are: [O:1]=[C:2]1[NH:8][C:7]2[CH:9]=[C:10]([C:13](OC)=[O:14])[CH:11]=[CH:12][C:6]=2[CH2:5][N:4]2[N:17]=[CH:18][CH:19]=[C:3]12.[Li].[AlH3]. (9) Given the product [Br:20][CH:10]([C:6]1[CH:7]=[CH:8][CH:9]=[C:4]([N+:1]([O-:3])=[O:2])[CH:5]=1)[C:11](=[O:13])[CH3:12], predict the reactants needed to synthesize it. The reactants are: [N+:1]([C:4]1[CH:5]=[C:6]([CH2:10][C:11](=[O:13])[CH3:12])[CH:7]=[CH:8][CH:9]=1)([O-:3])=[O:2].C1C=C[NH+]=CC=1.[Br:20][Br-]Br.